Dataset: Peptide-MHC class II binding affinity with 134,281 pairs from IEDB. Task: Regression. Given a peptide amino acid sequence and an MHC pseudo amino acid sequence, predict their binding affinity value. This is MHC class II binding data. (1) The peptide sequence is AQLSQLISLLPSTLQ. The MHC is HLA-DQA10301-DQB10302 with pseudo-sequence HLA-DQA10301-DQB10302. The binding affinity (normalized) is 0.168. (2) The peptide sequence is SSNLSWLSLDVSAAF. The MHC is DRB1_0405 with pseudo-sequence DRB1_0405. The binding affinity (normalized) is 0.738.